From a dataset of Experimentally validated miRNA-target interactions with 360,000+ pairs, plus equal number of negative samples. Binary Classification. Given a miRNA mature sequence and a target amino acid sequence, predict their likelihood of interaction. (1) The miRNA is hsa-miR-4742-3p with sequence UCUGUAUUCUCCUUUGCCUGCAG. The protein sequence of the target gene is MKNRIPVVLLACGSFNPITNMHLRLFEVARDHLHQTGRYQVIEGIISPVNDSYGKKDLVASHHRVAMARLALQTSDWIRVDPWESEQAQWMETVKVLRHHHRELLRSSAQMDGPDPSKTPSASAALPELKLLCGADVLKTFQTPNLWKDTHIQEIVEKFGLVCVSRSGHDPERYISDSPILQQFQHNIHLAREPVLNEISATYVRKALGQGQSVKYLLPEAVITYIRDQGLYINDGSWKGKGKTG. Result: 0 (no interaction). (2) The miRNA is mmu-miR-541-5p with sequence AAGGGAUUCUGAUGUUGGUCACACU. Result: 1 (interaction). The protein sequence of the target gene is MELLSTPHSIEINNITCDSFRISWAMEDSDLERVTHYFIDLNKKENKNSNKFKHRDVPTKLVAKAVPLPMTVRGHWFLSPRTEYSVAVQTAVKQSDGEYLVSGWSETVEFCTGDYAKEHLAQLQEKAEQIAGRMLRFSVFYRNHHKEYFQHARTHCGNVLQPYLKDNSGSHGSPTSGMLHGVFFSCNTEFNTGQPPQDSPYGRWRFQIPAQRLFNPSTNLYFADFYCMYTAYHYAILVLAPKGSLGDRFCRDRLPLLDIACNKFLTCSVEDGELIFRHAQDLILEIIYTEPVDLSLGTLG.... (3) The miRNA is hsa-miR-29c-3p with sequence UAGCACCAUUUGAAAUCGGUUA. The protein sequence of the target gene is MPSQMEHAMETMMFTFHKFAGDKGYLTKEDLRVLMEKEFPGFLENQKDPLAVDKIMKDLDQCRDGKVGFQSFFSLIAGLTIACNDYFVVHMKQKGKK. Result: 0 (no interaction). (4) The miRNA is hsa-miR-654-3p with sequence UAUGUCUGCUGACCAUCACCUU. The protein sequence of the target gene is MAAINPWASWGALTDQSWGMTAVDPWASWALCPQYPAWHVEGSLEEGRRATGLPAAQVQEPVTFKDVAVDFTQEEWGQLDLVQRTLYRDVMLETYGHLLSVGNQIAKPEVISLLEQGEEPWSVEQACPQRTCPEWVRNLESKALIPAQSIFEEEQSHGMKLERYIWDDPWFSRLEVLGCKDQLEMYHMNQSTAMRQMVFMQKQVLSQRSSEFCGLGAEFSQNLNFVPSQRVSQIEHFYKPDTHAQSWRCDSAIMYADKVTCENNDYDKTVYQSIQPIYPARIQTGDNLFKCTDAVKSFNH.... Result: 0 (no interaction). (5) The miRNA is hsa-miR-570-3p with sequence CGAAAACAGCAAUUACCUUUGC. The protein sequence of the target gene is MRERIWAPPLLLLLPLLLPPPLWGGPPDSPRRELELEPGPLQPFDLLYASGAAAYYSGDYERAVRDLEAALRSHRRLREIRTRCARHCAARHPLPPPPPGEGPGAELPLFRSLLGRARCYRSCETQRLGGPASRHRVSEDVRSDFQRRVPYNYLQRAYIKLNQLEKAVEAAHTFFVANPEHMEMQQNIENYRATAGVEALQLVDREAKPHMESYNAGVKHYEADDFEMAIRHFEQALREYFVEDTECRTLCEGPQRFEEYEYLGYKAGLYEAIADHYMQVLVCQHECVRELATRPGRLSP.... Result: 1 (interaction). (6) The miRNA is hsa-miR-3935 with sequence UGUAGAUACGAGCACCAGCCAC. The protein sequence of the target gene is MPEPTKSAPAPKKGSKKAVTKAQKKDGKKRKRSRKESYSVYVYKVLKQVHPDTGISSKAMGIMNSFVNDIFERIAGEASRLAHYNKRSTITSREIQTAVRLLLPGELAKHAVSEGTKAVTKYTSSK. Result: 1 (interaction). (7) The miRNA is mmu-miR-7214-5p with sequence UGUUUUCUGGGUUGGAAUGAGAA. The protein sequence of the target gene is MAMDGYLWMVILGFIIAFILAFSVGANDVANSFGTAVGSGVVTLRQACILASIFETTGSVLLGAKVGETIRKGIIDVNLYNETVETLMAGEVSAMVGSAVWQLIASFLRLPISGTHCIVGSTIGFSLVAIGPKGVQWMELVKIVASWFISPLLSGFMSGVLFILIRMFILTKEDPVPNGLQALPLFYAATIAINVFSIMYTGAPVLGLSLPIWAIALISFGVALLFAFFVWLFVCPWMKRKIAGRLEKESALSRASDESLRKVQEAESPGFKELPGAKPSDDSAVPLTSLAGEAVGASEG.... Result: 0 (no interaction).